This data is from Forward reaction prediction with 1.9M reactions from USPTO patents (1976-2016). The task is: Predict the product of the given reaction. Given the reactants [CH3:1][O:2][C:3]1[CH:4]=[C:5]([C:13]2[S:14][C:15]3[CH:21]=[CH:20][CH:19]=[CH:18][C:16]=3[N:17]=2)[CH:6]=[C:7]([O:11][CH3:12])[C:8]=1[O:9]C.[Cl-].[Cl-].[Cl-].[Al+3].Cl, predict the reaction product. The product is: [OH:9][C:8]1[C:3]([O:2][CH3:1])=[CH:4][C:5]([C:13]2[S:14][C:15]3[CH:21]=[CH:20][CH:19]=[CH:18][C:16]=3[N:17]=2)=[CH:6][C:7]=1[O:11][CH3:12].